From a dataset of Forward reaction prediction with 1.9M reactions from USPTO patents (1976-2016). Predict the product of the given reaction. (1) Given the reactants [Cl:1][C:2]1[CH:3]=[C:4]([CH:7]=[CH:8][CH:9]=1)[CH:5]=[O:6].[N+:10]([O-])([O-:12])=[O:11].[K+], predict the reaction product. The product is: [Cl:1][C:2]1[CH:9]=[CH:8][C:7]([N+:10]([O-:12])=[O:11])=[C:4]([CH:3]=1)[CH:5]=[O:6]. (2) The product is: [CH:23]1([CH2:30][C:31]([NH:18][C:14]2[CH:13]=[CH:12][CH:11]=[C:10]3[C:15]=2[CH:16]=[CH:17][N:8]([C@H:6]([CH3:7])[CH2:5][OH:4])[C:9]3=[O:19])=[O:32])[CH2:29][CH2:28][CH2:27][CH2:26][CH2:25][CH2:24]1. Given the reactants C([O:4][CH2:5][C@H:6]([N:8]1[CH:17]=[CH:16][C:15]2[C:10](=[CH:11][CH:12]=[CH:13][C:14]=2[NH2:18])[C:9]1=[O:19])[CH3:7])(=O)C.C(Cl)Cl.[CH:23]1([CH2:30][C:31](O)=[O:32])[CH2:29][CH2:28][CH2:27][CH2:26][CH2:25][CH2:24]1.F[P-](F)(F)(F)(F)F.C[N+](C)=C(N(C)C)ON1C2N=CC=CC=2N=N1.C(N(CC)C(C)C)(C)C.CO.C(=O)([O-])[O-].[K+].[K+], predict the reaction product.